This data is from Retrosynthesis with 50K atom-mapped reactions and 10 reaction types from USPTO. The task is: Predict the reactants needed to synthesize the given product. Given the product CCC(CC)(c1ccc(O)c(C)c1)c1ccc(/C=C/C2(O)CCCCC2)c(C)c1, predict the reactants needed to synthesize it. The reactants are: CCC(CC)(c1ccc(O)c(C)c1)c1ccc(C#CC2(O)CCCCC2)c(C)c1.